Predict the reaction yield, written as a fraction of the theoretical maximum amount of product (1.0 means a 100% yield; for example, 0.34 means a 34% yield). From a dataset of Reaction yield outcomes from USPTO patents with 853,638 reactions. (1) The reactants are [CH2:1]([N:8]1[CH2:12][C:11](=[O:13])[NH:10][CH2:9]1)[C:2]1[CH:7]=[CH:6][CH:5]=[CH:4][CH:3]=1.[H-].[Na+].Cl[C:17]1[C:26]2[C:21](=[CH:22][C:23]([O:29][CH3:30])=[C:24]([O:27][CH3:28])[CH:25]=2)[N:20]=[CH:19][N:18]=1. The catalyst is CN(C)C(=O)C.[Cu]I. The product is [CH2:1]([N:8]1[CH2:12][C:11](=[O:13])[N:10]([C:17]2[C:26]3[C:21](=[CH:22][C:23]([O:29][CH3:30])=[C:24]([O:27][CH3:28])[CH:25]=3)[N:20]=[CH:19][N:18]=2)[CH2:9]1)[C:2]1[CH:3]=[CH:4][CH:5]=[CH:6][CH:7]=1. The yield is 0.0400. (2) The reactants are [CH3:1][N:2]([CH2:11][CH2:12][CH2:13][CH:14]1[CH2:19][CH2:18][N:17]([CH3:20])[CH2:16][CH2:15]1)[C:3]1[CH:10]=[CH:9][C:6]([C:7]#[N:8])=[CH:5][N:4]=1.Cl[C:22]1[CH:29]=[CH:28][C:25]([C:26]#[N:27])=[CH:24]N=1.CN[CH2:32][CH2:33]CC1CCN(C)CC1. The catalyst is CCO. The product is [CH3:24][C:25]1[C:26]2[N:27]=[C:7]([C:6]3[CH:9]=[CH:10][C:3]([N:2]([CH3:1])[CH2:11][CH2:12][CH2:13][CH:14]4[CH2:15][CH2:16][N:17]([CH3:20])[CH2:18][CH2:19]4)=[N:4][CH:5]=3)[NH:8][C:33]=2[CH:32]=[C:29]([CH3:22])[CH:28]=1. The yield is 0.410. (3) The reactants are Br[C:2]1[CH:8]=[CH:7][CH:6]=[C:5](Br)[C:3]=1[NH2:4].[C:10]1(B(O)O)[CH:15]=[CH:14][CH:13]=[CH:12][CH:11]=1.C([O-])([O-])=O.[Na+].[Na+]. The catalyst is C1(C)C=CC=CC=1.CCO.O.CCOCC.C1C=CC([P]([Pd]([P](C2C=CC=CC=2)(C2C=CC=CC=2)C2C=CC=CC=2)([P](C2C=CC=CC=2)(C2C=CC=CC=2)C2C=CC=CC=2)[P](C2C=CC=CC=2)(C2C=CC=CC=2)C2C=CC=CC=2)(C2C=CC=CC=2)C2C=CC=CC=2)=CC=1. The product is [C:2]1([C:11]2[C:10]([C:2]3[CH:8]=[CH:7][CH:6]=[CH:5][CH:3]=3)=[CH:15][CH:14]=[CH:13][CH:12]=2)[C:3]([NH2:4])=[CH:5][CH:6]=[CH:7][CH:8]=1. The yield is 0.900. (4) The reactants are [N:1]12[CH2:8][CH2:7][CH:4]([CH2:5][CH2:6]1)[CH:3]([CH2:9][C:10]([OH:12])=O)[CH2:2]2.[C:13]1([CH3:23])[CH:18]=[CH:17][C:16]([C:19]2([NH2:22])[CH2:21][CH2:20]2)=[CH:15][CH:14]=1. No catalyst specified. The product is [N:1]12[CH2:6][CH2:5][CH:4]([CH2:7][CH2:8]1)[CH:3]([CH2:9][C:10]([NH:22][C:19]1([C:16]3[CH:17]=[CH:18][C:13]([CH3:23])=[CH:14][CH:15]=3)[CH2:20][CH2:21]1)=[O:12])[CH2:2]2. The yield is 0.180. (5) The reactants are [NH2:1][C:2]1[CH:23]=[CH:22][C:5]([CH2:6][N:7]2[C:11]3[N:12]=[C:13]([NH2:21])[N:14]=[C:15]([C:16]4[O:17][CH:18]=[CH:19][CH:20]=4)[C:10]=3[N:9]=[N:8]2)=[CH:4][C:3]=1[CH3:24].Cl[C:26]([O:28][CH2:29][CH3:30])=[O:27].O. The catalyst is N1C=CC=CC=1. The product is [NH2:21][C:13]1[N:14]=[C:15]([C:16]2[O:17][CH:18]=[CH:19][CH:20]=2)[C:10]2[N:9]=[N:8][N:7]([CH2:6][C:5]3[CH:22]=[CH:23][C:2]([NH:1][C:26](=[O:27])[O:28][CH2:29][CH3:30])=[C:3]([CH3:24])[CH:4]=3)[C:11]=2[N:12]=1. The yield is 1.00. (6) The reactants are Cl[C:2]1[CH:7]=[C:6]([S:8][C:9]2[CH:14]=[CH:13][C:12]([NH:15][C:16]([NH:18][C:19]3[CH:24]=[C:23]([CH3:25])[CH:22]=[CH:21][C:20]=3[F:26])=[O:17])=[CH:11][CH:10]=2)[CH:5]=[CH:4][N:3]=1.CC1(C)C(C)(C)OB([C:35]2[NH:39][CH:38]=[C:37]([C:40]([O-:42])=[O:41])[CH:36]=2)O1.[CH2:44](Cl)Cl. The catalyst is C1C=CC(P(C2C=CC=CC=2)[C-]2C=CC=C2)=CC=1.C1C=CC(P(C2C=CC=CC=2)[C-]2C=CC=C2)=CC=1.Cl[Pd]Cl.[Fe+2]. The product is [F:26][C:20]1[CH:21]=[CH:22][C:23]([CH3:25])=[CH:24][C:19]=1[NH:18][C:16]([NH:15][C:12]1[CH:13]=[CH:14][C:9]([S:8][C:6]2[CH:5]=[CH:4][N:3]=[C:2]([C:35]3[NH:39][CH:38]=[C:37]([C:40]([O:42][CH3:44])=[O:41])[CH:36]=3)[CH:7]=2)=[CH:10][CH:11]=1)=[O:17]. The yield is 0.200. (7) The reactants are [CH2:1]([O:5][C:6]1[CH:11]=[CH:10][C:9]([N+:12]([O-])=O)=[CH:8][C:7]=1[O:15][CH2:16][CH2:17][CH2:18][CH3:19])[CH2:2][CH2:3][CH3:4].[BH4-].[Na+]. The catalyst is CO.[Cl-].[Na+].O.C([O-])(=O)C.[Cu+2].C([O-])(=O)C. The product is [CH2:16]([O:15][C:7]1[CH:8]=[C:9]([CH:10]=[CH:11][C:6]=1[O:5][CH2:1][CH2:2][CH2:3][CH3:4])[NH2:12])[CH2:17][CH2:18][CH3:19]. The yield is 0.730. (8) The reactants are [CH3:1][C:2]1[C:7]([CH:8]([S:18]([C:21]2[CH:26]=[CH:25][CH:24]=[CH:23][CH:22]=2)(=[O:20])=[O:19])[C:9]2[C:14]([F:15])=[CH:13][CH:12]=[C:11]([F:16])[C:10]=2[F:17])=[CH:6][N:5]=[C:4]([C:27]([NH2:29])=[O:28])[CH:3]=1.C=O.[OH-].[Na+].[C:34](=O)([O-])[O-:35].[Na+].[Na+]. The catalyst is COCCOC. The product is [OH:35][CH2:34][NH:29][C:27]([C:4]1[CH:3]=[C:2]([CH3:1])[C:7]([CH:8]([S:18]([C:21]2[CH:26]=[CH:25][CH:24]=[CH:23][CH:22]=2)(=[O:19])=[O:20])[C:9]2[C:14]([F:15])=[CH:13][CH:12]=[C:11]([F:16])[C:10]=2[F:17])=[CH:6][N:5]=1)=[O:28]. The yield is 0.390. (9) The reactants are [OH:1][C@@H:2]1[CH2:6][CH2:5][N:4]([C:7]2[CH:12]=[CH:11][C:10]([S:13]([NH:16][C:17]3[S:18][CH:19]=[CH:20][N:21]=3)(=[O:15])=[O:14])=[CH:9][CH:8]=2)[C:3]1=[O:22].[CH:23](N(CC)C(C)C)([CH3:25])[CH3:24].C(Br)C=C. The catalyst is C(Cl)Cl. The product is [CH2:25]([N:16]([C:17]1[S:18][CH:19]=[CH:20][N:21]=1)[S:13]([C:10]1[CH:11]=[CH:12][C:7]([N:4]2[CH2:5][CH2:6][C@@H:2]([OH:1])[C:3]2=[O:22])=[CH:8][CH:9]=1)(=[O:14])=[O:15])[CH:23]=[CH2:24]. The yield is 0.960.